From a dataset of CYP2D6 inhibition data for predicting drug metabolism from PubChem BioAssay. Regression/Classification. Given a drug SMILES string, predict its absorption, distribution, metabolism, or excretion properties. Task type varies by dataset: regression for continuous measurements (e.g., permeability, clearance, half-life) or binary classification for categorical outcomes (e.g., BBB penetration, CYP inhibition). Dataset: cyp2d6_veith. (1) The compound is CC(C)(C)c1ccc(O)c(CN(Cc2c(O)ccc3ccccc23)C2CCCCC2)c1. The result is 1 (inhibitor). (2) The drug is Cc1cc(C=O)c(C)n1-c1ccc(N2CCCCC2)c([N+](=O)[O-])c1. The result is 0 (non-inhibitor). (3) The molecule is Cl.Nc1cc(Cl)ccc1Oc1ccc(Cl)cc1. The result is 1 (inhibitor). (4) The drug is Cc1ccc(CSC2=CS(=O)(=O)c3ccccc3N2)cc1. The result is 1 (inhibitor). (5) The compound is Cc1c(NC(=O)C(C)N2C(=O)c3ccccc3C2=O)c(=O)n(-c2ccccc2)n1C. The result is 0 (non-inhibitor).